From a dataset of NCI-60 drug combinations with 297,098 pairs across 59 cell lines. Regression. Given two drug SMILES strings and cell line genomic features, predict the synergy score measuring deviation from expected non-interaction effect. (1) Drug 1: CC1OCC2C(O1)C(C(C(O2)OC3C4COC(=O)C4C(C5=CC6=C(C=C35)OCO6)C7=CC(=C(C(=C7)OC)O)OC)O)O. Drug 2: C1=NC2=C(N1)C(=S)N=C(N2)N. Cell line: TK-10. Synergy scores: CSS=37.2, Synergy_ZIP=-10.3, Synergy_Bliss=-6.12, Synergy_Loewe=-1.22, Synergy_HSA=0.388. (2) Drug 1: CC1=CC2C(CCC3(C2CCC3(C(=O)C)OC(=O)C)C)C4(C1=CC(=O)CC4)C. Drug 2: CCC1(CC2CC(C3=C(CCN(C2)C1)C4=CC=CC=C4N3)(C5=C(C=C6C(=C5)C78CCN9C7C(C=CC9)(C(C(C8N6C=O)(C(=O)OC)O)OC(=O)C)CC)OC)C(=O)OC)O.OS(=O)(=O)O. Cell line: LOX IMVI. Synergy scores: CSS=24.4, Synergy_ZIP=0.933, Synergy_Bliss=2.11, Synergy_Loewe=-34.4, Synergy_HSA=1.74. (3) Drug 1: CC1OCC2C(O1)C(C(C(O2)OC3C4COC(=O)C4C(C5=CC6=C(C=C35)OCO6)C7=CC(=C(C(=C7)OC)O)OC)O)O. Drug 2: CC1CCC2CC(C(=CC=CC=CC(CC(C(=O)C(C(C(=CC(C(=O)CC(OC(=O)C3CCCCN3C(=O)C(=O)C1(O2)O)C(C)CC4CCC(C(C4)OC)O)C)C)O)OC)C)C)C)OC. Cell line: DU-145. Synergy scores: CSS=30.5, Synergy_ZIP=-9.69, Synergy_Bliss=-5.13, Synergy_Loewe=-2.60, Synergy_HSA=-0.369. (4) Drug 1: COC1=C2C(=CC3=C1OC=C3)C=CC(=O)O2. Drug 2: C(CN)CNCCSP(=O)(O)O. Cell line: CCRF-CEM. Synergy scores: CSS=-1.14, Synergy_ZIP=0.292, Synergy_Bliss=1.29, Synergy_Loewe=-1.97, Synergy_HSA=-1.89. (5) Drug 1: C1C(C(OC1N2C=C(C(=O)NC2=O)F)CO)O. Drug 2: C1CCC(C(C1)N)N.C(=O)(C(=O)[O-])[O-].[Pt+4]. Cell line: SK-MEL-28. Synergy scores: CSS=25.7, Synergy_ZIP=-9.88, Synergy_Bliss=-2.96, Synergy_Loewe=-30.4, Synergy_HSA=0.103. (6) Drug 1: CC1C(C(=O)NC(C(=O)N2CCCC2C(=O)N(CC(=O)N(C(C(=O)O1)C(C)C)C)C)C(C)C)NC(=O)C3=C4C(=C(C=C3)C)OC5=C(C(=O)C(=C(C5=N4)C(=O)NC6C(OC(=O)C(N(C(=O)CN(C(=O)C7CCCN7C(=O)C(NC6=O)C(C)C)C)C)C(C)C)C)N)C. Drug 2: C1=CN(C=N1)CC(O)(P(=O)(O)O)P(=O)(O)O. Cell line: MDA-MB-231. Synergy scores: CSS=10.2, Synergy_ZIP=-0.0865, Synergy_Bliss=4.64, Synergy_Loewe=-3.01, Synergy_HSA=0.0684. (7) Drug 1: CC1C(C(CC(O1)OC2CC(OC(C2O)C)OC3=CC4=CC5=C(C(=O)C(C(C5)C(C(=O)C(C(C)O)O)OC)OC6CC(C(C(O6)C)O)OC7CC(C(C(O7)C)O)OC8CC(C(C(O8)C)O)(C)O)C(=C4C(=C3C)O)O)O)O. Drug 2: CC1C(C(CC(O1)OC2CC(CC3=C2C(=C4C(=C3O)C(=O)C5=CC=CC=C5C4=O)O)(C(=O)C)O)N)O. Cell line: SNB-19. Synergy scores: CSS=58.4, Synergy_ZIP=10.8, Synergy_Bliss=11.5, Synergy_Loewe=0.583, Synergy_HSA=13.3. (8) Drug 1: COC1=NC(=NC2=C1N=CN2C3C(C(C(O3)CO)O)O)N. Cell line: 786-0. Drug 2: CC12CCC3C(C1CCC2O)C(CC4=C3C=CC(=C4)O)CCCCCCCCCS(=O)CCCC(C(F)(F)F)(F)F. Synergy scores: CSS=23.5, Synergy_ZIP=-0.0580, Synergy_Bliss=-0.0409, Synergy_Loewe=-8.59, Synergy_HSA=-1.31. (9) Drug 1: C1=NC(=NC(=O)N1C2C(C(C(O2)CO)O)O)N. Drug 2: CC1=C(C(=CC=C1)Cl)NC(=O)C2=CN=C(S2)NC3=CC(=NC(=N3)C)N4CCN(CC4)CCO. Cell line: RXF 393. Synergy scores: CSS=17.1, Synergy_ZIP=-6.94, Synergy_Bliss=0.221, Synergy_Loewe=0.983, Synergy_HSA=1.48.